This data is from Forward reaction prediction with 1.9M reactions from USPTO patents (1976-2016). The task is: Predict the product of the given reaction. (1) Given the reactants [NH2:1][C:2]1[CH:3]=[C:4]([C:8]2[N:13]3[N:14]=[CH:15][C:16]([C:17]([C:19]4[S:20][CH:21]=[CH:22][CH:23]=4)=[O:18])=[C:12]3[N:11]=[CH:10][CH:9]=2)[CH:5]=[CH:6][CH:7]=1.[C:24]([C:28]1[CH:36]=[CH:35][C:31]([C:32](Cl)=[O:33])=[CH:30][CH:29]=1)([CH3:27])([CH3:26])[CH3:25], predict the reaction product. The product is: [C:24]([C:28]1[CH:29]=[CH:30][C:31]([C:32]([NH:1][C:2]2[CH:7]=[CH:6][CH:5]=[C:4]([C:8]3[N:13]4[N:14]=[CH:15][C:16]([C:17]([C:19]5[S:20][CH:21]=[CH:22][CH:23]=5)=[O:18])=[C:12]4[N:11]=[CH:10][CH:9]=3)[CH:3]=2)=[O:33])=[CH:35][CH:36]=1)([CH3:27])([CH3:25])[CH3:26]. (2) Given the reactants [C:1]([C@@H:4]([O:12][C:13](=[O:44])[CH2:14][C@H:15]([O:36][Si:37]([C:40]([CH3:43])([CH3:42])[CH3:41])([CH3:39])[CH3:38])[C:16]([CH3:35])([CH3:34])[C:17](=[O:33])[C@H:18]([CH3:32])[C@@H:19]([O:24][Si:25]([C:28]([CH3:31])([CH3:30])[CH3:29])([CH3:27])[CH3:26])[C@@H](C)C=C)[CH2:5]/[CH:6]=C(/C)\CC=C)(=[O:3])[CH3:2].[C:45]1([CH3:51])[CH:50]=[CH:49][CH:48]=[CH:47][CH:46]=1, predict the reaction product. The product is: [C:1]([C@H:4]1[O:12][C:13](=[O:44])[CH2:14][C@H:15]([O:36][Si:37]([C:40]([CH3:43])([CH3:41])[CH3:42])([CH3:39])[CH3:38])[C:16]([CH3:34])([CH3:35])[C:17](=[O:33])[C@H:18]([CH3:32])[C@@H:19]([O:24][Si:25]([C:28]([CH3:29])([CH3:30])[CH3:31])([CH3:26])[CH3:27])[C@@H:45]([CH3:51])[CH:50]=[CH:49][CH2:48][C:47]([CH3:46])=[CH:6][CH2:5]1)(=[O:3])[CH3:2]. (3) Given the reactants Br[C:2]1[CH:3]=[C:4]([N:8]2[CH2:13][CH2:12][O:11][CH:10]([C:14]([N:16]([CH3:18])[CH3:17])=[O:15])[CH2:9]2)[CH:5]=[CH:6][CH:7]=1.[B:19]1([B:19]2[O:23][C:22]([CH3:25])([CH3:24])[C:21]([CH3:27])([CH3:26])[O:20]2)[O:23][C:22]([CH3:25])([CH3:24])[C:21]([CH3:27])([CH3:26])[O:20]1.C(Cl)Cl.C([O-])(=O)C.[K+], predict the reaction product. The product is: [CH3:17][N:16]([CH3:18])[C:14]([CH:10]1[O:11][CH2:12][CH2:13][N:8]([C:4]2[CH:5]=[CH:6][CH:7]=[C:2]([B:19]3[O:23][C:22]([CH3:25])([CH3:24])[C:21]([CH3:27])([CH3:26])[O:20]3)[CH:3]=2)[CH2:9]1)=[O:15]. (4) Given the reactants [NH2:1][C:2]1[CH:6]=[C:5]([Cl:7])[N:4]([C:8]2[CH:13]=[CH:12][C:11]([C:14]3[CH:18]=[CH:17][S:16][CH:15]=3)=[CH:10][CH:9]=2)[C:3]=1[C:19]([O:21][CH2:22][CH3:23])=[O:20].[C:24]([CH2:26][C:27](O)=[O:28])#[N:25].C(N(CC)CC)C.C(Cl)CCl.C1C=CC2N(O)N=NC=2C=1, predict the reaction product. The product is: [Cl:7][C:5]1[N:4]([C:8]2[CH:9]=[CH:10][C:11]([C:14]3[CH:18]=[CH:17][S:16][CH:15]=3)=[CH:12][CH:13]=2)[C:3]([C:19]([O:21][CH2:22][CH3:23])=[O:20])=[C:2]([NH:1][C:27](=[O:28])[CH2:26][C:24]#[N:25])[CH:6]=1.